The task is: Predict the reactants needed to synthesize the given product.. This data is from Full USPTO retrosynthesis dataset with 1.9M reactions from patents (1976-2016). (1) Given the product [CH2:1]([O:3][C:4](=[O:23])[CH2:5][C:6]1[CH:11]=[CH:10][CH:9]=[C:8]([NH:12][C:13]([C:14]2[CH:19]=[C:18]([C:29]3[CH:28]=[CH:27][CH:26]=[C:25]([F:24])[CH:30]=3)[CH:17]=[CH:16][C:15]=2[F:21])=[O:22])[CH:7]=1)[CH3:2], predict the reactants needed to synthesize it. The reactants are: [CH2:1]([O:3][C:4](=[O:23])[CH2:5][C:6]1[CH:11]=[CH:10][CH:9]=[C:8]([NH:12][C:13](=[O:22])[C:14]2[CH:19]=[C:18](Br)[CH:17]=[CH:16][C:15]=2[F:21])[CH:7]=1)[CH3:2].[F:24][C:25]1[CH:26]=[C:27](B(O)O)[CH:28]=[CH:29][CH:30]=1. (2) Given the product [Cl:1][C:2]1[CH:25]=[C:24]([Cl:26])[CH:23]=[C:22]([CH3:27])[C:3]=1[O:4][C:5]1[N:9]([CH3:10])[C:8]2[C:11]([CH:17]([CH2:20][CH3:21])[CH2:18][CH3:19])=[CH:12][CH:13]=[C:14]([CH2:15][N:29]([CH3:28])[CH2:30][CH3:31])[C:7]=2[N:6]=1, predict the reactants needed to synthesize it. The reactants are: [Cl:1][C:2]1[CH:25]=[C:24]([Cl:26])[CH:23]=[C:22]([CH3:27])[C:3]=1[O:4][C:5]1[N:9]([CH3:10])[C:8]2[C:11]([CH:17]([CH2:20][CH3:21])[CH2:18][CH3:19])=[CH:12][CH:13]=[C:14]([CH:15]=O)[C:7]=2[N:6]=1.[CH3:28][NH2:29].[C:30](O)(=O)[CH3:31].C(O[BH-](OC(=O)C)OC(=O)C)(=O)C.[Na+]. (3) Given the product [F:8][C:9]1[CH:14]=[C:13]([S:15]([CH3:18])(=[O:16])=[O:17])[CH:12]=[CH:11][C:10]=1[C:19]1[O:20][C:21]2[CH:27]=[CH:26][C:25]([CH:28]3[CH2:33][CH2:32][N:31]([C:34]([O:35][CH2:36][C:37]4[CH:42]=[CH:41][CH:40]=[CH:39][CH:38]=4)=[O:43])[CH2:30][CH2:29]3)=[CH:24][C:22]=2[N:23]=1, predict the reactants needed to synthesize it. The reactants are: FC(F)(F)C(O)=O.[F:8][C:9]1[CH:14]=[C:13]([S:15]([CH3:18])(=[O:17])=[O:16])[CH:12]=[CH:11][C:10]=1[C:19]1[O:20][C:21]2[CH:27]=[CH:26][C:25]([CH:28]3[CH2:33][CH2:32][NH:31][CH2:30][CH2:29]3)=[CH:24][C:22]=2[N:23]=1.[C:34](Cl)(=[O:43])[O:35][CH2:36][C:37]1[CH:42]=[CH:41][CH:40]=[CH:39][CH:38]=1.C1(C)C=CC=CC=1.